Dataset: Retrosynthesis with 50K atom-mapped reactions and 10 reaction types from USPTO. Task: Predict the reactants needed to synthesize the given product. (1) Given the product CCO[Si](CCCN=[N+]=[N-])(OCC)OCC, predict the reactants needed to synthesize it. The reactants are: CCO[Si](CCCBr)(OCC)OCC.[N-]=[N+]=[N-]. (2) The reactants are: COc1cc2c(cc1N1CCN(C)CC1)CCC2=O.O=Cc1cccnc1. Given the product COc1cc2c(cc1N1CCN(C)CC1)C/C(=C\c1cccnc1)C2=O, predict the reactants needed to synthesize it. (3) Given the product O=C(N1Cc2ccc(S(=O)(=O)Nc3ccc(F)cc3)cc2C1)C(F)(F)F, predict the reactants needed to synthesize it. The reactants are: Nc1ccc(F)cc1.O=C(N1Cc2ccc(S(=O)(=O)Cl)cc2C1)C(F)(F)F. (4) Given the product COCCN1CCN(c2ccc(Nc3nc4cccc(-c5ccc(C(=O)N6CCOCC6)c(C)c5)c4o3)cc2C)CC1, predict the reactants needed to synthesize it. The reactants are: COCCN1CCN(c2ccc(Nc3nc4cccc(Br)c4o3)cc2C)CC1.Cc1cc(B2OC(C)(C)C(C)(C)O2)ccc1C(=O)N1CCOCC1. (5) Given the product CN(C(=O)OC(C)(C)C)c1cnc2ccc(=O)n(CC3OCCO3)c2c1, predict the reactants needed to synthesize it. The reactants are: CC(C)(C)OC(=O)Nc1cnc2ccc(=O)n(CC3OCCO3)c2c1.CI. (6) The reactants are: CCOC(=O)c1cn(COCC[Si](C)(C)C)c2ncnc(Cl)c12.Nc1cccc(B(O)O)c1. Given the product CCOC(=O)c1cn(COCC[Si](C)(C)C)c2ncnc(-c3cccc(N)c3)c12, predict the reactants needed to synthesize it. (7) Given the product CCOC(=O)C1CCN(c2cccc(C#N)c2)CC1, predict the reactants needed to synthesize it. The reactants are: CCOC(=O)C1CCNCC1.N#Cc1cccc(F)c1.